From a dataset of Full USPTO retrosynthesis dataset with 1.9M reactions from patents (1976-2016). Predict the reactants needed to synthesize the given product. (1) The reactants are: [CH3:1][CH:2]1[NH:7][CH2:6][CH2:5][N:4]([C:8]2[CH:15]=[CH:14][C:11]([C:12]#[N:13])=[CH:10][N:9]=2)[CH2:3]1.[F:16][C:17]([F:33])([F:32])[C:18]1[O:22][N:21]=[C:20]([C:23]2[CH:24]=[C:25]([CH:29]=[CH:30][CH:31]=2)[C:26](O)=[O:27])[N:19]=1. Given the product [CH3:1][CH:2]1[N:7]([C:26](=[O:27])[C:25]2[CH:29]=[CH:30][CH:31]=[C:23]([C:20]3[N:19]=[C:18]([C:17]([F:33])([F:32])[F:16])[O:22][N:21]=3)[CH:24]=2)[CH2:6][CH2:5][N:4]([C:8]2[CH:15]=[CH:14][C:11]([C:12]#[N:13])=[CH:10][N:9]=2)[CH2:3]1, predict the reactants needed to synthesize it. (2) Given the product [CH2:1]([N:4]([CH2:12][C:13](=[N:22][OH:23])[C:15]1[CH:20]=[CH:19][CH:18]=[CH:17][CH:16]=1)[C:5](=[O:11])[O:6][C:7]([CH3:10])([CH3:9])[CH3:8])[CH:2]=[CH2:3], predict the reactants needed to synthesize it. The reactants are: [CH2:1]([N:4]([CH2:12][C:13]([C:15]1[CH:20]=[CH:19][CH:18]=[CH:17][CH:16]=1)=O)[C:5](=[O:11])[O:6][C:7]([CH3:10])([CH3:9])[CH3:8])[CH:2]=[CH2:3].Cl.[NH2:22][OH:23].C([O-])(=O)C.[Na+]. (3) Given the product [C:15]([O:14][C:12]([N:9]1[CH2:10][CH2:11][CH:6]([C:4]([OH:5])=[O:3])[CH:7]([NH:19][S:20]([C:23]2[CH:28]=[CH:27][C:26]([O:29][CH2:30][C:31]3[C:40]4[C:35](=[CH:36][CH:37]=[CH:38][CH:39]=4)[N:34]=[C:33]([CH3:41])[CH:32]=3)=[CH:25][CH:24]=2)(=[O:21])=[O:22])[CH2:8]1)=[O:13])([CH3:18])([CH3:17])[CH3:16], predict the reactants needed to synthesize it. The reactants are: C([O:3][C:4]([CH:6]1[CH2:11][CH2:10][N:9]([C:12]([O:14][C:15]([CH3:18])([CH3:17])[CH3:16])=[O:13])[CH2:8][CH:7]1[NH:19][S:20]([C:23]1[CH:28]=[CH:27][C:26]([O:29][CH2:30][C:31]2[C:40]3[C:35](=[CH:36][CH:37]=[CH:38][CH:39]=3)[N:34]=[C:33]([CH3:41])[CH:32]=2)=[CH:25][CH:24]=1)(=[O:22])=[O:21])=[O:5])C.[OH-].[Li+]. (4) Given the product [C:1]1([C@@H:7]([NH:9][C@H:10]2[CH2:15][CH2:14][CH2:13][CH2:12][C@H:11]2[C:16]([O:18][CH2:19][CH3:20])=[O:17])[CH3:8])[CH:2]=[CH:3][CH:4]=[CH:5][CH:6]=1, predict the reactants needed to synthesize it. The reactants are: [C:1]1([C@@H:7]([NH:9][C:10]2[CH2:15][CH2:14][CH2:13][CH2:12][C:11]=2[C:16]([O:18][CH2:19][CH3:20])=[O:17])[CH3:8])[CH:6]=[CH:5][CH:4]=[CH:3][CH:2]=1.C(O[BH3-])(=O)C.[Na+].